This data is from Catalyst prediction with 721,799 reactions and 888 catalyst types from USPTO. The task is: Predict which catalyst facilitates the given reaction. (1) Product: [NH:24]1[C:32]2[CH2:31][CH2:30][N:29]([C:2]3[N:11]=[C:10]([NH:12][CH2:13][CH:14]([C:18]4[CH:23]=[CH:22][CH:21]=[CH:20][CH:19]=4)[CH:15]([CH3:17])[CH3:16])[C:9]4[C:4](=[CH:5][CH:6]=[CH:7][CH:8]=4)[N:3]=3)[CH2:28][C:27]=2[CH:26]=[CH:25]1. Reactant: Cl[C:2]1[N:11]=[C:10]([NH:12][CH2:13][CH:14]([C:18]2[CH:23]=[CH:22][CH:21]=[CH:20][CH:19]=2)[CH:15]([CH3:17])[CH3:16])[C:9]2[C:4](=[CH:5][CH:6]=[CH:7][CH:8]=2)[N:3]=1.[NH:24]1[C:32]2[CH2:31][CH2:30][NH:29][CH2:28][C:27]=2[CH:26]=[CH:25]1. The catalyst class is: 8. (2) Reactant: [CH2:1]([O:8][C:9](=[O:25])[NH:10][C@@H:11]1[C:20]2[C:15](=[CH:16][CH:17]=[C:18]([O:21][CH3:22])[N:19]=2)[NH:14][C@H:13]([CH2:23][CH3:24])[CH2:12]1)[C:2]1[CH:7]=[CH:6][CH:5]=[CH:4][CH:3]=1.N1C=CC=CC=1.Cl[C:33]([O:35][CH2:36][CH3:37])=[O:34].C(O)(=O)CC(CC(O)=O)(C(O)=O)O. Product: [CH2:36]([O:35][C:33]([N:14]1[C:15]2[C:20](=[N:19][C:18]([O:21][CH3:22])=[CH:17][CH:16]=2)[C@@H:11]([NH:10][C:9]([O:8][CH2:1][C:2]2[CH:7]=[CH:6][CH:5]=[CH:4][CH:3]=2)=[O:25])[CH2:12][C@H:13]1[CH2:23][CH3:24])=[O:34])[CH3:37]. The catalyst class is: 2. (3) Product: [Cl:2][C:3]1[CH:8]=[CH:7][C:6]([N:9]2[C:14](=[O:15])[CH:13]=[C:12]([C:16]([F:19])([F:17])[F:18])[N:11]([CH3:20])[C:10]2=[O:21])=[CH:5][C:4]=1[CH:22]=[O:23]. Reactant: O.[Cl:2][C:3]1[CH:8]=[CH:7][C:6]([N:9]2[C:14](=[O:15])[CH:13]=[C:12]([C:16]([F:19])([F:18])[F:17])[N:11]([CH3:20])[C:10]2=[O:21])=[CH:5][C:4]=1[CH:22]1OCC[O:23]1. The catalyst class is: 15. (4) The catalyst class is: 5. Reactant: [O:1]1[CH:5]=[CH:4][N:3]=[C:2]1[CH:6]([NH:8]S(C(C)(C)C)=O)[CH3:7].[ClH:15]. Product: [ClH:15].[ClH:15].[O:1]1[CH:5]=[CH:4][N:3]=[C:2]1[CH:6]([NH2:8])[CH3:7]. (5) Reactant: C(OC([N:8]1[CH2:13][CH2:12][CH:11]([C:14]2[CH:19]=[CH:18][C:17]([O:20][C:21]([F:24])([F:23])[F:22])=[CH:16][CH:15]=2)[CH2:10][CH2:9]1)=O)(C)(C)C.Cl.CO. Product: [F:24][C:21]([F:22])([F:23])[O:20][C:17]1[CH:18]=[CH:19][C:14]([CH:11]2[CH2:12][CH2:13][NH:8][CH2:9][CH2:10]2)=[CH:15][CH:16]=1. The catalyst class is: 5.